From a dataset of Peptide-MHC class I binding affinity with 185,985 pairs from IEDB/IMGT. Regression. Given a peptide amino acid sequence and an MHC pseudo amino acid sequence, predict their binding affinity value. This is MHC class I binding data. (1) The peptide sequence is KVFDKSLLY. The MHC is HLA-A02:06 with pseudo-sequence HLA-A02:06. The binding affinity (normalized) is 0.257. (2) The peptide sequence is ALYKGFQFI. The MHC is HLA-A02:03 with pseudo-sequence HLA-A02:03. The binding affinity (normalized) is 0.889. (3) The peptide sequence is VFKVKLHEI. The MHC is HLA-B15:01 with pseudo-sequence HLA-B15:01. The binding affinity (normalized) is 0.0847. (4) The peptide sequence is ACYNTCYCK. The MHC is HLA-A68:01 with pseudo-sequence HLA-A68:01. The binding affinity (normalized) is 0.310. (5) The peptide sequence is TLENERGEL. The MHC is HLA-A02:02 with pseudo-sequence HLA-A02:02. The binding affinity (normalized) is 0.334. (6) The binding affinity (normalized) is 0.0847. The MHC is HLA-C05:01 with pseudo-sequence HLA-C05:01. The peptide sequence is RYAYTSVEF. (7) The peptide sequence is KASQEGPLPE. The MHC is HLA-B57:01 with pseudo-sequence HLA-B57:01. The binding affinity (normalized) is 0.372. (8) The peptide sequence is KLWASFFQG. The MHC is HLA-B18:01 with pseudo-sequence HLA-B18:01. The binding affinity (normalized) is 0.0847.